From a dataset of Catalyst prediction with 721,799 reactions and 888 catalyst types from USPTO. Predict which catalyst facilitates the given reaction. (1) Reactant: C[Si](C=[N+]=[N-])(C)C.[OH:8][C:9]1[CH:10]=[C:11]([CH2:15][CH2:16][C:17]([OH:19])=[O:18])[CH:12]=[CH:13][CH:14]=1.[C:20](O)(=O)C. Product: [OH:8][C:9]1[CH:10]=[C:11]([CH2:15][CH2:16][C:17]([O:19][CH3:20])=[O:18])[CH:12]=[CH:13][CH:14]=1. The catalyst class is: 10. (2) Reactant: [NH2:1][C:2]1[CH:7]=[C:6]([CH2:8][CH3:9])[N:5]=[C:4]([CH2:10][CH3:11])[C:3]=1[CH2:12][OH:13]. Product: [NH2:1][C:2]1[CH:7]=[C:6]([CH2:8][CH3:9])[N:5]=[C:4]([CH2:10][CH3:11])[C:3]=1[CH:12]=[O:13]. The catalyst class is: 661. (3) Reactant: [NH2:1][C:2]1[CH:29]=[C:28]([C:30]#[N:31])[CH:27]=[CH:26][C:3]=1[NH:4][CH:5]1[CH2:10][CH2:9][N:8]([CH2:11][CH2:12][CH:13]([C:20]2[CH:25]=[CH:24][CH:23]=[CH:22][CH:21]=2)[C:14]2[CH:19]=[CH:18][CH:17]=[CH:16][CH:15]=2)[CH2:7][CH2:6]1.[CH:32](OC)(OC)OC.O.C1(C)C=CC(S(O)(=O)=O)=CC=1. Product: [C:30]([C:28]1[CH:27]=[CH:26][C:3]2[N:4]([CH:5]3[CH2:10][CH2:9][N:8]([CH2:11][CH2:12][CH:13]([C:14]4[CH:19]=[CH:18][CH:17]=[CH:16][CH:15]=4)[C:20]4[CH:21]=[CH:22][CH:23]=[CH:24][CH:25]=4)[CH2:7][CH2:6]3)[CH:32]=[N:1][C:2]=2[CH:29]=1)#[N:31]. The catalyst class is: 6. (4) Reactant: [C:1]([O:5][C:6]([C:8]1[C:9]([OH:26])=[N:10][C:11]2[C:16]([C:17]=1[C:18]1[CH:23]=[CH:22][CH:21]=[C:20]([Cl:24])[CH:19]=1)=[CH:15][C:14]([Cl:25])=[CH:13][CH:12]=2)=[O:7])([CH3:4])([CH3:3])[CH3:2].[H-].[Na+].Br[CH:30]([CH3:32])[CH3:31]. Product: [C:1]([O:5][C:6]([C:8]1[C:9]([O:26][CH:30]([CH3:32])[CH3:31])=[N:10][C:11]2[C:16]([C:17]=1[C:18]1[CH:23]=[CH:22][CH:21]=[C:20]([Cl:24])[CH:19]=1)=[CH:15][C:14]([Cl:25])=[CH:13][CH:12]=2)=[O:7])([CH3:4])([CH3:2])[CH3:3]. The catalyst class is: 3. (5) Reactant: [Cl:1][C:2]1[N:11]=[CH:10][C:9]2[NH:8][C:7](=[O:12])[CH:6]3[CH2:13][O:14][CH2:15][CH2:16][N:5]3[C:4]=2[N:3]=1.[CH3:17][C:18]([CH3:21])([O-])[CH3:19].[Na+].BrCC1CC1.O. Product: [Cl:1][C:2]1[N:11]=[CH:10][C:9]2[N:8]([CH2:17][CH:18]3[CH2:21][CH2:19]3)[C:7](=[O:12])[CH:6]3[CH2:13][O:14][CH2:15][CH2:16][N:5]3[C:4]=2[N:3]=1. The catalyst class is: 16. (6) Reactant: Br[C:2]1[CH:7]=[C:6]([O:8][CH3:9])[C:5]([Cl:10])=[CH:4][C:3]=1[NH2:11].[C:12]([O-:16])(=[O:15])[CH:13]=[CH2:14].[CH3:17][C:18](OC)(C)C.C1(C)C=CC=CC=1. Product: [CH2:17]([O:15][C:12](=[O:16])/[CH:13]=[CH:14]/[C:2]1[CH:7]=[C:6]([O:8][CH3:9])[C:5]([Cl:10])=[CH:4][C:3]=1[NH2:11])[CH3:18]. The catalyst class is: 233. (7) Reactant: C([O:4][C@@H:5]1[C@@H:28]([O:29]C(=O)C)[C@H:27]([O:33]C(=O)C)[C@@H:26]([CH2:37][O:38]C(=O)C)[O:25][C@H:6]1[O:7][C:8]1[CH:13]=[C:12]([CH3:14])[CH:11]=[C:10]([CH3:15])[C:9]=1[CH2:16][C:17]1[CH:22]=[CH:21][C:20]([O:23][CH3:24])=[CH:19][CH:18]=1)(=O)C.[OH-].[Na+].O. Product: [O:7]([C:8]1[CH:13]=[C:12]([CH3:14])[CH:11]=[C:10]([CH3:15])[C:9]=1[CH2:16][C:17]1[CH:18]=[CH:19][C:20]([O:23][CH3:24])=[CH:21][CH:22]=1)[C@@H:6]1[O:25][C@H:26]([CH2:37][OH:38])[C@@H:27]([OH:33])[C@H:28]([OH:29])[C@H:5]1[OH:4]. The catalyst class is: 8. (8) Reactant: [Br:1][C:2]1[CH:3]=[C:4]([CH2:9][NH:10][C:11](=[O:17])OC(C)(C)C)[CH:5]=[C:6]([F:8])[CH:7]=1.Cl.CCN(CC)CC.[CH2:26]([N:28]1[C:32]2=[N:33][C:34]([CH2:57][CH3:58])=[C:35]([CH2:44][NH:45][C:46]([C:48]3[CH:49]=[C:50]([CH:54]=[CH:55][CH:56]=3)C(O)=O)=[O:47])[C:36]([NH:37][CH:38]3[CH2:43][CH2:42][O:41][CH2:40][CH2:39]3)=[C:31]2[CH:30]=[N:29]1)[CH3:27].CN(C(ON1N=NC2C=CC=CC1=2)=[N+](C)C)C.F[P-](F)(F)(F)(F)F. Product: [Br:1][C:2]1[CH:3]=[C:4]([CH2:9][NH:10][C:11]([C:55]2[CH:54]=[CH:50][CH:49]=[C:48]([C:46]([NH:45][CH2:44][C:35]3[C:36]([NH:37][CH:38]4[CH2:39][CH2:40][O:41][CH2:42][CH2:43]4)=[C:31]4[CH:30]=[N:29][N:28]([CH2:26][CH3:27])[C:32]4=[N:33][C:34]=3[CH2:57][CH3:58])=[O:47])[CH:56]=2)=[O:17])[CH:5]=[C:6]([F:8])[CH:7]=1. The catalyst class is: 135. (9) The catalyst class is: 46. Reactant: Br[CH2:2][C:3]1[CH:8]=[CH:7][C:6]([C:9]#[N:10])=[CH:5][CH:4]=1.[NH:11]1[CH:15]=[CH:14][N:13]=[CH:12]1. Product: [NH:11]1[CH:15]=[CH:14][N:13]=[C:12]1[CH2:2][C:3]1[CH:8]=[CH:7][C:6]([C:9]#[N:10])=[CH:5][CH:4]=1. (10) Reactant: [O:1]1[CH2:6][CH2:5][CH2:4][CH2:3][CH:2]1[O:7][CH2:8][CH2:9][CH2:10][CH2:11][CH2:12][OH:13].[H-].[Na+].[Br:16][CH2:17][CH2:18][CH2:19][CH2:20]Br.O. Product: [Br:16][CH2:17][CH2:18][CH2:19][CH2:20][O:13][CH2:12][CH2:11][CH2:10][CH2:9][CH2:8][O:7][CH:2]1[CH2:3][CH2:4][CH2:5][CH2:6][O:1]1. The catalyst class is: 1.